This data is from Forward reaction prediction with 1.9M reactions from USPTO patents (1976-2016). The task is: Predict the product of the given reaction. (1) Given the reactants [Cl:1][C:2]1[CH:7]=[CH:6][C:5](N)=[C:4]([N+:9]([O-:11])=[O:10])[CH:3]=1.N([O-])=O.[Na+].C(O)(=O)C.[S:20](=[O:23])(O)[OH:21].[ClH:24], predict the reaction product. The product is: [Cl:1][C:2]1[CH:7]=[CH:6][C:5]([S:20]([Cl:24])(=[O:23])=[O:21])=[C:4]([N+:9]([O-:11])=[O:10])[CH:3]=1. (2) The product is: [CH:1]1([C:6]2[CH:11]=[C:10]([C:12]3[O:16][N:15]=[C:14]([C:17]4[CH:27]=[C:26]([CH3:28])[C:20]([O:21][CH2:22][CH2:23][CH2:24][NH:25][C:38](=[O:39])[CH2:37][C:36]([O:35][CH2:33][CH3:34])=[O:41])=[C:19]([CH2:29][CH3:30])[CH:18]=4)[N:13]=3)[CH:9]=[C:8]([O:31][CH3:32])[N:7]=2)[CH2:2][CH2:3][CH2:4][CH2:5]1. Given the reactants [CH:1]1([C:6]2[CH:11]=[C:10]([C:12]3[O:16][N:15]=[C:14]([C:17]4[CH:27]=[C:26]([CH3:28])[C:20]([O:21][CH2:22][CH2:23][CH2:24][NH2:25])=[C:19]([CH2:29][CH3:30])[CH:18]=4)[N:13]=3)[CH:9]=[C:8]([O:31][CH3:32])[N:7]=2)[CH2:5][CH2:4][CH2:3][CH2:2]1.[CH2:33]([O:35][C:36](=[O:41])[CH2:37][C:38]([O-])=[O:39])[CH3:34].CCN(C(C)C)C(C)C.CN(C(ON1N=NC2C=CC=CC1=2)=[N+](C)C)C.[B-](F)(F)(F)F, predict the reaction product. (3) Given the reactants [O:1]1[CH2:6][CH2:5][NH:4][C:3]2[CH:7]=[C:8]([C:11]3[S:12][C:13]([N:21]([CH3:31])[CH2:22][CH2:23][O:24][C:25]4[CH:30]=[CH:29][CH:28]=[CH:27][CH:26]=4)=[C:14]([C:16]([O:18][CH2:19][CH3:20])=[O:17])[N:15]=3)[CH:9]=[CH:10][C:2]1=2.[S:32]1[C:36]2[CH:37]=[CH:38][CH:39]=[CH:40][C:35]=2[N:34]=[C:33]1[NH:41][C:42](=O)[O:43]C1C=CC([N+]([O-])=O)=CC=1, predict the reaction product. The product is: [S:32]1[C:36]2[CH:37]=[CH:38][CH:39]=[CH:40][C:35]=2[N:34]=[C:33]1[NH:41][C:42]([N:4]1[CH2:5][CH2:6][O:1][C:2]2[CH:10]=[CH:9][C:8]([C:11]3[S:12][C:13]([N:21]([CH3:31])[CH2:22][CH2:23][O:24][C:25]4[CH:26]=[CH:27][CH:28]=[CH:29][CH:30]=4)=[C:14]([C:16]([O:18][CH2:19][CH3:20])=[O:17])[N:15]=3)=[CH:7][C:3]1=2)=[O:43].